Dataset: Full USPTO retrosynthesis dataset with 1.9M reactions from patents (1976-2016). Task: Predict the reactants needed to synthesize the given product. (1) Given the product [Cl:1][C:2]1[C:21]([C:28]2[CH:27]=[N:26][CH:25]=[C:24]([F:23])[CH:29]=2)=[CH:20][C:5]([C:6]([NH:8][C:9]2[CH:14]=[CH:13][C:12]([O:15][C:16]([F:19])([F:18])[F:17])=[CH:11][CH:10]=2)=[O:7])=[CH:4][N:3]=1, predict the reactants needed to synthesize it. The reactants are: [Cl:1][C:2]1[C:21](I)=[CH:20][C:5]([C:6]([NH:8][C:9]2[CH:14]=[CH:13][C:12]([O:15][C:16]([F:19])([F:18])[F:17])=[CH:11][CH:10]=2)=[O:7])=[CH:4][N:3]=1.[F:23][C:24]1[CH:25]=[N:26][CH:27]=[C:28](B2OC(C)(C)C(C)(C)O2)[CH:29]=1. (2) The reactants are: [Br:1][C:2]1[CH:3]=[C:4]([CH2:9]Br)[C:5]([Cl:8])=[N:6][CH:7]=1.[Cl:11][C:12]1[CH:17]=[CH:16][C:15]([NH:18][C:19](=[O:21])[CH3:20])=[C:14]([CH:22]=[CH2:23])[CH:13]=1.ClC1C(CN(C2C=CC=CC=2C=C)C(=O)C)=CC(F)=C(Cl)N=1. Given the product [Br:1][C:2]1[CH:3]=[C:4]([CH2:9][N:18]([C:15]2[CH:16]=[CH:17][C:12]([Cl:11])=[CH:13][C:14]=2[CH:22]=[CH2:23])[C:19](=[O:21])[CH3:20])[C:5]([Cl:8])=[N:6][CH:7]=1, predict the reactants needed to synthesize it. (3) Given the product [N:29]1[NH:28][C:27]([NH:26][C:8]([C:5]2[C:4]([NH:11][S:12]([C:15]3[CH:20]=[CH:19][C:18]([Cl:21])=[C:17]([C:22]([F:25])([F:23])[F:24])[CH:16]=3)(=[O:13])=[O:14])=[CH:3][C:2]([Cl:1])=[CH:7][N:6]=2)=[O:10])=[CH:31][CH:30]=1, predict the reactants needed to synthesize it. The reactants are: [Cl:1][C:2]1[CH:3]=[C:4]([NH:11][S:12]([C:15]2[CH:20]=[CH:19][C:18]([Cl:21])=[C:17]([C:22]([F:25])([F:24])[F:23])[CH:16]=2)(=[O:14])=[O:13])[C:5]([C:8]([OH:10])=O)=[N:6][CH:7]=1.[NH2:26][C:27]1[CH:31]=[CH:30][NH:29][N:28]=1.O=P(Cl)(Cl)Cl.O.